Dataset: Reaction yield outcomes from USPTO patents with 853,638 reactions. Task: Predict the reaction yield, written as a fraction of the theoretical maximum amount of product (1.0 means a 100% yield; for example, 0.34 means a 34% yield). (1) The reactants are FC(F)(F)C1C=CC(CBr)=CC=1.CC1C=CC(S(O[CH2:24][CH2:25][C:26]2[CH:31]=[CH:30][CH:29]=[CH:28][CH:27]=2)(=O)=O)=CC=1.[CH3:32][C:33]1[CH:37]=[C:36]([N:38]2[CH2:42][CH2:41][NH:40][C:39]2=[O:43])[S:35][C:34]=1[C:44]([O:46][CH2:47][CH3:48])=[O:45]. No catalyst specified. The product is [CH3:32][C:33]1[CH:37]=[C:36]([N:38]2[CH2:42][CH2:41][N:40]([CH2:24][CH2:25][C:26]3[CH:27]=[CH:28][CH:29]=[CH:30][CH:31]=3)[C:39]2=[O:43])[S:35][C:34]=1[C:44]([O:46][CH2:47][CH3:48])=[O:45]. The yield is 0.630. (2) The yield is 0.865. The reactants are [BH4-].[Na+].[Cl:3][C:4]1[C:9]([F:10])=[CH:8][CH:7]=[C:6]([Cl:11])[C:5]=1[C:12](=[O:14])[CH3:13]. The product is [Cl:3][C:4]1[C:9]([F:10])=[CH:8][CH:7]=[C:6]([Cl:11])[C:5]=1[CH:12]([OH:14])[CH3:13]. The catalyst is CO. (3) The reactants are [CH3:1]/[C:2](/[CH2:6][CH2:7][CH:8]=[C:9]([CH3:11])[CH3:10])=[CH:3]\[CH:4]=[O:5].C1CCN2C(=NCCC2)CC1.[CH2:23]([SH:27])[CH2:24][CH2:25][CH3:26].CC(=CCCC(=CC=O)C)C. No catalyst specified. The product is [CH2:23]([S:27][C:2]([CH3:1])([CH2:6][CH2:7][CH:8]=[C:9]([CH3:11])[CH3:10])[CH2:3][CH:4]=[O:5])[CH2:24][CH2:25][CH3:26]. The yield is 0.550. (4) The reactants are [CH:1]1[CH:2]=[CH:3][C:4]([C:7]2[N:8]=[C:9](Cl)[CH:10]=[C:11]([Cl:13])[N:12]=2)=[CH:5][CH:6]=1.[NH2:15][C:16]1[CH:20]=[C:19]([CH3:21])[NH:18][N:17]=1.C(N(CC)C(C)C)(C)C.[I-].[Na+]. The catalyst is C(O)CCC. The product is [Cl:13][C:11]1[N:12]=[C:7]([C:4]2[CH:5]=[CH:6][CH:1]=[CH:2][CH:3]=2)[N:8]=[C:9]([NH:15][C:16]2[NH:17][N:18]=[C:19]([CH3:21])[CH:20]=2)[CH:10]=1. The yield is 0.290.